This data is from NCI-60 drug combinations with 297,098 pairs across 59 cell lines. The task is: Regression. Given two drug SMILES strings and cell line genomic features, predict the synergy score measuring deviation from expected non-interaction effect. Drug 1: CCC1(CC2CC(C3=C(CCN(C2)C1)C4=CC=CC=C4N3)(C5=C(C=C6C(=C5)C78CCN9C7C(C=CC9)(C(C(C8N6C)(C(=O)OC)O)OC(=O)C)CC)OC)C(=O)OC)O. Drug 2: CC1CCC2CC(C(=CC=CC=CC(CC(C(=O)C(C(C(=CC(C(=O)CC(OC(=O)C3CCCCN3C(=O)C(=O)C1(O2)O)C(C)CC4CCC(C(C4)OC)OP(=O)(C)C)C)C)O)OC)C)C)C)OC. Cell line: OVCAR3. Synergy scores: CSS=40.7, Synergy_ZIP=-1.38, Synergy_Bliss=-0.812, Synergy_Loewe=-2.16, Synergy_HSA=1.76.